Predict the reaction yield, written as a fraction of the theoretical maximum amount of product (1.0 means a 100% yield; for example, 0.34 means a 34% yield). From a dataset of Reaction yield outcomes from USPTO patents with 853,638 reactions. (1) The reactants are [CH3:1][C:2]1[C:3]([C:8]([O:10][CH3:11])=[O:9])=[N:4][CH:5]=[CH:6][N:7]=1.C(N)(N)=[O:13].OO.FC(F)(F)C(OC(=O)C(F)(F)F)=O.COC(C1C(C)=[N+]([O-])C=CN=1)=O. The product is [CH3:11][O:10][C:8]([C:3]1[C:2]([CH3:1])=[N:7][CH:6]=[CH:5][N+:4]=1[O-:13])=[O:9]. The catalyst is C(Cl)Cl. The yield is 0.517. (2) The reactants are [O:1]([C:8]1[CH:9]=[C:10]2[C:15](=[CH:16][CH:17]=1)[O:14][CH:13]([C:18]1[CH:23]=[CH:22][CH:21]=[CH:20][CH:19]=1)[CH2:12][C:11]2=O)[C:2]1[CH:7]=[CH:6][CH:5]=[CH:4][CH:3]=1.C[Si]([N:29]=[C:30]=[N:31][Si](C)(C)C)(C)C. The catalyst is C(Cl)Cl.Cl[Ti](Cl)(Cl)Cl. The product is [O:1]([C:8]1[CH:9]=[C:10]2[C:15](=[CH:16][CH:17]=1)[O:14][CH:13]([C:18]1[CH:23]=[CH:22][CH:21]=[CH:20][CH:19]=1)[CH2:12]/[C:11]/2=[N:31]/[C:30]#[N:29])[C:2]1[CH:7]=[CH:6][CH:5]=[CH:4][CH:3]=1. The yield is 0.900. (3) The reactants are C[O:2][C:3]([C:5]1[CH:6]=[C:7]([F:23])[C:8]2[N:9]([CH:20]=[N:21][CH:22]=2)[C:10]=1[NH:11][C:12]1[CH:17]=[CH:16][C:15]([I:18])=[CH:14][C:13]=1[F:19])=[O:4].[OH-].[Na+]. No catalyst specified. The product is [F:23][C:7]1[C:8]2[N:9]([CH:20]=[N:21][CH:22]=2)[C:10]([NH:11][C:12]2[CH:17]=[CH:16][C:15]([I:18])=[CH:14][C:13]=2[F:19])=[C:5]([C:3]([OH:4])=[O:2])[CH:6]=1. The yield is 0.900. (4) The reactants are [Cl:1][CH2:2][CH2:3][NH:4][C:5]1[NH:13][C:12]2[C:11](=[O:14])[N:10]([CH2:15][CH2:16][CH2:17][CH2:18][C@H:19]([OH:21])[CH3:20])[C:9](=[O:22])[N:8]([CH3:23])[C:7]=2[N:6]=1.C(N(CC)CC)C.[C:31](OC(=O)C)(=[O:33])[CH3:32]. The catalyst is CN(C)C1C=CN=CC=1.C(Cl)(Cl)Cl. The product is [C:31]([O:21][C@H:19]([CH3:20])[CH2:18][CH2:17][CH2:16][CH2:15][N:10]1[C:11](=[O:14])[C:12]2[NH:13][C:5]([NH:4][CH2:3][CH2:2][Cl:1])=[N:6][C:7]=2[N:8]([CH3:23])[C:9]1=[O:22])(=[O:33])[CH3:32]. The yield is 0.890. (5) The catalyst is C(O)C.[Pt]. The reactants are [Cl:1][C:2]1[CH:14]=[C:13]([N+:15]([O-])=O)[CH:12]=[CH:11][C:3]=1[C:4]([O:6][C:7]([CH3:10])([CH3:9])[CH3:8])=[O:5].C(OCC)(=O)C. The product is [NH2:15][C:13]1[CH:12]=[CH:11][C:3]([C:4]([O:6][C:7]([CH3:9])([CH3:10])[CH3:8])=[O:5])=[C:2]([Cl:1])[CH:14]=1. The yield is 0.960. (6) The reactants are [OH-].[Na+].C([O:5][C:6](=[O:18])[CH2:7][CH2:8][CH2:9][S:10][C:11]1[CH:16]=[CH:15][C:14]([CH3:17])=[CH:13][CH:12]=1)C. The catalyst is CO. The product is [CH3:17][C:14]1[CH:13]=[CH:12][C:11]([S:10][CH2:9][CH2:8][CH2:7][C:6]([OH:18])=[O:5])=[CH:16][CH:15]=1. The yield is 0.990. (7) The reactants are Cl[C:2]1[N:7]=[C:6]([C:8]2[N:12]3[CH:13]=[CH:14][CH:15]=[CH:16][C:11]3=[N:10][C:9]=2[C:17]2[CH:18]=[C:19]([CH:31]=[CH:32][CH:33]=2)[C:20]([NH:22][C:23]2[C:28]([F:29])=[CH:27][CH:26]=[CH:25][C:24]=2[F:30])=[O:21])[CH:5]=[CH:4][N:3]=1.[N:34]1([CH:40]2[CH2:45][CH2:44][N:43]([C:46]3[C:52]([O:53][CH3:54])=[CH:51][C:49]([NH2:50])=[C:48]([O:55][CH3:56])[CH:47]=3)[CH2:42][CH2:41]2)[CH2:39][CH2:38][CH2:37][CH2:36][CH2:35]1.N. The catalyst is CC(O)C.Cl.CO. The product is [N:34]1([CH:40]2[CH2:41][CH2:42][N:43]([C:46]3[C:52]([O:53][CH3:54])=[CH:51][C:49]([NH:50][C:2]4[N:7]=[C:6]([C:8]5[N:12]6[CH:13]=[CH:14][CH:15]=[CH:16][C:11]6=[N:10][C:9]=5[C:17]5[CH:18]=[C:19]([CH:31]=[CH:32][CH:33]=5)[C:20]([NH:22][C:23]5[C:24]([F:30])=[CH:25][CH:26]=[CH:27][C:28]=5[F:29])=[O:21])[CH:5]=[CH:4][N:3]=4)=[C:48]([O:55][CH3:56])[CH:47]=3)[CH2:44][CH2:45]2)[CH2:39][CH2:38][CH2:37][CH2:36][CH2:35]1. The yield is 0.400.